This data is from Forward reaction prediction with 1.9M reactions from USPTO patents (1976-2016). The task is: Predict the product of the given reaction. (1) Given the reactants [OH:1][C:2]1[N:10]=[CH:9][CH:8]=[CH:7][C:3]=1[C:4]([OH:6])=[O:5].S(Cl)([Cl:13])=O.[CH2:15]1COCC1.CO, predict the reaction product. The product is: [ClH:13].[O:1]=[C:2]1[C:3]([C:4]([O:6][CH3:15])=[O:5])=[CH:7][CH:8]=[CH:9][NH:10]1. (2) Given the reactants C([N:8]1[CH2:13][CH2:12][O:11][C@H:10]([CH2:14][O:15][C:16]2[CH:17]=[N:18][CH:19]=[C:20]([C:22]3[CH:27]=[CH:26][C:25]([O:28][CH3:29])=[CH:24][CH:23]=3)[CH:21]=2)[CH2:9]1)C1C=CC=CC=1.C([O-])=O.[NH4+], predict the reaction product. The product is: [CH3:29][O:28][C:25]1[CH:26]=[CH:27][C:22]([C:20]2[CH:21]=[C:16]([O:15][CH2:14][C@H:10]3[O:11][CH2:12][CH2:13][NH:8][CH2:9]3)[CH:17]=[N:18][CH:19]=2)=[CH:23][CH:24]=1.